This data is from Forward reaction prediction with 1.9M reactions from USPTO patents (1976-2016). The task is: Predict the product of the given reaction. (1) Given the reactants [F:1][C:2]1[CH:10]=[CH:9][CH:8]=[CH:7][C:3]=1[C:4]([NH2:6])=[O:5].[Cl:11][CH2:12][C:13]([CH2:15]Cl)=O, predict the reaction product. The product is: [Cl:11][CH2:12][C:13]1[N:6]=[C:4]([C:3]2[CH:7]=[CH:8][CH:9]=[CH:10][C:2]=2[F:1])[O:5][CH:15]=1. (2) The product is: [C:26]([OH:33])(=[O:32])/[CH:27]=[CH:28]\[C:29]([OH:31])=[O:30].[CH3:1][N:2]([CH2:9][CH2:10][O:11][C:12]1[CH:25]=[CH:24][C:15]([CH2:16][CH:17]2[S:21][C:20](=[O:22])[NH:19][C:18]2=[O:23])=[CH:14][CH:13]=1)[C:3]1[CH:8]=[CH:7][CH:6]=[CH:5][N:4]=1.[C:26]([OH:33])(=[O:32])/[CH:27]=[CH:28]\[C:29]([OH:31])=[O:30].[CH3:1][N:2]([C:3]1[CH:8]=[CH:7][CH:6]=[CH:5][N:4]=1)[CH2:9][CH2:10][O:11][C:12]1[CH:25]=[CH:24][C:15]([CH2:16][CH:17]2[S:21][C:20](=[O:22])[NH:19][C:18]2=[O:23])=[CH:14][CH:13]=1.[CH:27](/[C:26]([OH:33])=[O:32])=[CH:28]/[C:29]([OH:31])=[O:30]. Given the reactants [CH3:1][N:2]([CH2:9][CH2:10][O:11][C:12]1[CH:25]=[CH:24][C:15]([CH2:16][CH:17]2[S:21][C:20](=[O:22])[NH:19][C:18]2=[O:23])=[CH:14][CH:13]=1)[C:3]1[CH:8]=[CH:7][CH:6]=[CH:5][N:4]=1.[C:26]([OH:33])(=[O:32])/[CH:27]=[CH:28]\[C:29]([OH:31])=[O:30].CC(C)=O, predict the reaction product. (3) Given the reactants [OH:1][CH:2]1[CH2:7][CH2:6][CH:5]([C:8](=[O:10])[CH3:9])[CH2:4][CH2:3]1.[CH3:11][C:12]([CH2:16]O)([CH2:14][OH:15])[CH3:13], predict the reaction product. The product is: [CH3:9][C:8]1([CH:5]2[CH2:6][CH2:7][CH:2]([OH:1])[CH2:3][CH2:4]2)[O:15][CH2:14][C:12]([CH3:16])([CH3:13])[CH2:11][O:10]1.